Dataset: Forward reaction prediction with 1.9M reactions from USPTO patents (1976-2016). Task: Predict the product of the given reaction. (1) Given the reactants [C:1]([C:7]1[C:8]([C:12]2[CH2:13][N:14](C)[CH2:15][CH2:16][CH:17]=2)=[N:9][NH:10][CH:11]=1)#[C:2][CH2:3][CH2:4][CH2:5][CH3:6].[CH2:19]([CH:24]1[CH2:29][CH2:28][CH2:27][CH2:26][CH2:25]1)[CH2:20][CH2:21][C:22]#[CH:23].[C:30]1([S:36]([N:39]2[CH:43]=[C:42](I)[C:41]([C:45]3[CH:46]=[N:47][CH:48]=[CH:49][CH:50]=3)=[N:40]2)(=[O:38])=[O:37])[CH:35]=[CH:34][CH:33]=[CH:32][CH:31]=1, predict the reaction product. The product is: [CH:6]1([CH2:5][CH2:4][CH2:3][C:2]#[C:1][C:7]2[C:8]([C:12]3[CH:13]=[N:14][CH:15]=[CH:16][CH:17]=3)=[N:9][NH:10][CH:11]=2)[CH2:25][CH2:24][CH2:19][CH2:20][CH2:21]1.[C:30]1([S:36]([N:39]2[CH:43]=[C:42]([C:23]#[C:22][CH2:21][CH2:20][CH2:19][CH:24]3[CH2:29][CH2:28][CH2:27][CH2:26][CH2:25]3)[C:41]([C:45]3[CH:46]=[N:47][CH:48]=[CH:49][CH:50]=3)=[N:40]2)(=[O:37])=[O:38])[CH:35]=[CH:34][CH:33]=[CH:32][CH:31]=1. (2) Given the reactants [Si]([O:8][C@H:9]([C:37]1[CH:42]=[CH:41][C:40]([F:43])=[CH:39][CH:38]=1)[CH2:10][CH2:11][C@@H:12]1[C@@H:15]([C:16]2[CH:21]=[CH:20][C:19]([C:22]3[CH:27]=[CH:26][CH:25]=[C:24]([OH:28])[CH:23]=3)=[CH:18][C:17]=2[OH:29])[N:14]([C:30]2[CH:35]=[CH:34][CH:33]=[CH:32][CH:31]=2)[C:13]1=[O:36])(C(C)(C)C)(C)C.F, predict the reaction product. The product is: [OH:29][C:17]1[CH:18]=[C:19]([C:22]2[CH:27]=[CH:26][CH:25]=[C:24]([OH:28])[CH:23]=2)[CH:20]=[CH:21][C:16]=1[C@H:15]1[N:14]([C:30]2[CH:31]=[CH:32][CH:33]=[CH:34][CH:35]=2)[C:13](=[O:36])[C@@H:12]1[CH2:11][CH2:10][C@@H:9]([C:37]1[CH:42]=[CH:41][C:40]([F:43])=[CH:39][CH:38]=1)[OH:8]. (3) Given the reactants Br[C:2]1[CH:3]=[C:4]([CH:25]=[CH:26][N:27]=1)[C:5]([NH:7][C:8]1[S:9][C:10]2[C:16]([N:17]3[CH2:22][CH2:21][O:20][CH2:19][CH2:18]3)=[CH:15][CH:14]=[C:13]([O:23][CH3:24])[C:11]=2[N:12]=1)=[O:6].C1(P(C2C=CC=CC=2)C2C=CC=CC=2)C=CC=CC=1.[Cl-].[Li+].C(C1[CH:58]=[C:57](C)[CH:56]=[C:55](C(C)(C)C)[C:54]=1[OH:64])(C)(C)C, predict the reaction product. The product is: [CH3:24][O:23][C:13]1[C:11]2[N:12]=[C:8]([NH:7][C:5](=[O:6])[C:4]3[CH:25]=[CH:26][N:27]=[C:2]([CH:56]4[CH2:57][CH2:58][O:64][CH2:54][CH2:55]4)[CH:3]=3)[S:9][C:10]=2[C:16]([N:17]2[CH2:22][CH2:21][O:20][CH2:19][CH2:18]2)=[CH:15][CH:14]=1. (4) The product is: [Cl:30][C:31]1[CH:32]=[C:33]([C:2]2[C:3]([O:22][CH2:23][C:24]3[CH:29]=[CH:28][CH:27]=[CH:26][N:25]=3)=[N:4][C:5]([C:18]([F:19])([F:20])[F:21])=[C:6]([CH:17]=2)[C:7]([NH:9][C@@H:10]2[CH2:15][CH2:14][CH2:13][CH2:12][C@H:11]2[OH:16])=[O:8])[CH:34]=[CH:35][C:36]=1[Cl:37]. Given the reactants Br[C:2]1[C:3]([O:22][CH2:23][C:24]2[CH:29]=[CH:28][CH:27]=[CH:26][N:25]=2)=[N:4][C:5]([C:18]([F:21])([F:20])[F:19])=[C:6]([CH:17]=1)[C:7]([NH:9][C@@H:10]1[CH2:15][CH2:14][CH2:13][CH2:12][C@H:11]1[OH:16])=[O:8].[Cl:30][C:31]1[CH:32]=[C:33](B(O)O)[CH:34]=[CH:35][C:36]=1[Cl:37], predict the reaction product. (5) Given the reactants [F:1][C:2]([F:11])([F:10])[C:3]([NH:5][CH2:6][C:7]([OH:9])=[O:8])=[O:4].[C:12]1(/[C:18](=[CH:21]\[CH3:22])/[CH2:19]O)[CH:17]=[CH:16][CH:15]=[CH:14][CH:13]=1.C1(N=C=NC2CCCCC2)CCCCC1, predict the reaction product. The product is: [F:1][C:2]([F:10])([F:11])[C:3]([NH:5][CH2:6][C:7]([O:9][CH2:19]/[C:18](/[C:12]1[CH:17]=[CH:16][CH:15]=[CH:14][CH:13]=1)=[CH:21]/[CH3:22])=[O:8])=[O:4]. (6) Given the reactants P(Cl)(Cl)(Cl)=O.[Br:6][C:7]1[C:8]([CH3:21])=[N:9][N:10]2[C:15](O)=[C:14]([CH2:17][CH2:18]O)[C:13]([CH3:20])=[N:12][C:11]=12.C[N:23](C)[C:24]1[CH:29]=[CH:28]C=[CH:26][CH:25]=1, predict the reaction product. The product is: [Br:6][C:7]1[C:8]([CH3:21])=[N:9][N:10]2[C:15]3[N:23]([CH:24]([CH2:29][CH3:28])[CH2:25][CH3:26])[CH2:18][CH2:17][C:14]=3[C:13]([CH3:20])=[N:12][C:11]=12.